From a dataset of Experimentally validated miRNA-target interactions with 360,000+ pairs, plus equal number of negative samples. Binary Classification. Given a miRNA mature sequence and a target amino acid sequence, predict their likelihood of interaction. (1) The miRNA is hsa-miR-656-3p with sequence AAUAUUAUACAGUCAACCUCU. The protein sequence of the target gene is MSERKVLNKYYPPDFDPSKIPKLKLPKDRQYVVRLMAPFNMRCKTCGEYIYKGKKFNARKETVQNEVYLGLPIFRFYIKCTRCLAEITFKTDPENTDYTMEHGATRNFQAEKLLEEEEKRVQKEREDEELNNPMKVLENRTKDSKLEMEVLENLQELKDLNQRQAHVDFEAMLRQHRLSEEERRRQQQEEDEQETAALLEEARKRRLLEDSDSEDEAAPSPLQPALRPNPTAILDEAPKPKRKVEVWEQSVGSLGSRPPLSRLVVVKKAKADPDCSNGQPQAAPTPGAPQNRKEANPTPL.... Result: 0 (no interaction). (2) The miRNA is mmu-miR-466o-3p with sequence UACAUACAUGCACACAUAAGAC. The protein sequence of the target gene is MPSSGALKDLSFSQHFRMMVICIVLLQVLLQAVSVAVTYMYFTNEMKQLQDNYSKIGLACFSKTDEDFWDSTDGEILNRPCLQVKRQLYQLIEEVTLRTFQDTISTVPEKQLSTPPLPRGGRPQKVAAHITGITRRSNSALIPISKDGKTLGQKIESWESSRKGHSFLNHVLFRNGELVIEQEGLYYIYSQTYFRFQEAEDASKMVSKDKVRTKQLVQYIYKYTSYPDPIVLMKSARNSCWSRDAEYGLYSIYQGGLFELKKNDRIFVSVTNEHLMDLDQEASFFGAFLIN. Result: 1 (interaction).